From a dataset of hERG Central: cardiac toxicity at 1µM, 10µM, and general inhibition. Predict hERG channel inhibition at various concentrations. (1) The molecule is CCN(CC)CCNc1nc(-c2ccco2)c2c(c1C#N)CC(C)(C)OC2. Results: hERG_inhib (hERG inhibition (general)): blocker. (2) The compound is CCc1ccc(NC(=O)CSc2nc3ccccc3c(=O)n2CCN2CCOCC2)cc1. Results: hERG_inhib (hERG inhibition (general)): blocker. (3) The compound is Cc1cc(CN(C)C(=O)c2ccc(OC3CCN(CCc4ccccc4)CC3)cc2)on1. Results: hERG_inhib (hERG inhibition (general)): blocker. (4) The molecule is CCN(CC)S(=O)(=O)c1ccc2c(c1)nc(SC(C)C(N)=O)n2-c1ccc(OC)cc1. Results: hERG_inhib (hERG inhibition (general)): blocker. (5) The drug is CCn1c(C)cc(C(=O)CSc2nnnn2C2CCCC2)c1C. Results: hERG_inhib (hERG inhibition (general)): blocker. (6) The compound is CCOC(=O)N1CCC(NCCNC(=O)c2ccc(Cl)cc2)CC1. Results: hERG_inhib (hERG inhibition (general)): blocker.